From a dataset of Forward reaction prediction with 1.9M reactions from USPTO patents (1976-2016). Predict the product of the given reaction. (1) Given the reactants Cl[CH2:2][CH2:3][CH2:4][O:5][C:6]1[CH:7]=[CH:8][C:9]([CH2:12][N:13]2[CH2:18][CH2:17][CH2:16][CH2:15][CH2:14]2)=[N:10][CH:11]=1.[NH:19]1[CH2:24][CH2:23][CH2:22][CH2:21][CH2:20]1.C([O-])([O-])=O.[Na+].[Na+], predict the reaction product. The product is: [NH3:10].[N:13]1([CH2:12][C:9]2[CH:8]=[CH:7][C:6]([O:5][CH2:4][CH2:3][CH2:2][N:19]3[CH2:24][CH2:23][CH2:22][CH2:21][CH2:20]3)=[CH:11][N:10]=2)[CH2:18][CH2:17][CH2:16][CH2:15][CH2:14]1. (2) The product is: [Br:1][C:2]1[CH:3]=[CH:4][C:5]2[O:11][CH2:10][CH2:9][N:8]([C:21]([O:23][C:24]([CH3:27])([CH3:26])[CH3:25])=[O:22])[CH:7]([CH3:12])[C:6]=2[CH:13]=1. Given the reactants [Br:1][C:2]1[CH:3]=[CH:4][C:5]2[O:11][CH2:10][CH2:9][NH:8][CH:7]([CH3:12])[C:6]=2[CH:13]=1.CCN(CC)CC.[C:21](O[C:21]([O:23][C:24]([CH3:27])([CH3:26])[CH3:25])=[O:22])([O:23][C:24]([CH3:27])([CH3:26])[CH3:25])=[O:22], predict the reaction product. (3) Given the reactants [F:1][CH2:2][C:3]1[N:8]=[C:7]([C:9]#[C:10][CH2:11][CH2:12][NH2:13])[CH:6]=[CH:5][CH:4]=1.[Cl:14][C:15]1[CH:23]=[CH:22][CH:21]=[CH:20][C:16]=1[C:17](Cl)=[O:18], predict the reaction product. The product is: [Cl:14][C:15]1[CH:23]=[CH:22][CH:21]=[CH:20][C:16]=1[C:17]([NH:13][CH2:12][CH2:11][C:10]#[C:9][C:7]1[CH:6]=[CH:5][CH:4]=[C:3]([CH2:2][F:1])[N:8]=1)=[O:18]. (4) Given the reactants [H-].[Na+].[CH3:3][C:4]1[CH:5]=[C:6]([CH:20]=[CH:21][C:22]=1[CH3:23])[C:7]([C:9]1[C:18](=[O:19])[C:17]2[C:12](=[CH:13][CH:14]=[CH:15][CH:16]=2)[NH:11][CH:10]=1)=[O:8].[CH3:24][C:25]1[CH:26]=[C:27]([CH:30]=[CH:31][CH:32]=1)[CH2:28]Br, predict the reaction product. The product is: [CH3:3][C:4]1[CH:5]=[C:6]([CH:20]=[CH:21][C:22]=1[CH3:23])[C:7]([CH:9]1[C:18](=[O:19])[C:17]2[C:12](=[CH:13][CH:14]=[CH:15][CH:16]=2)[N:11]([CH2:24][C:25]2[CH:32]=[CH:31][CH:30]=[C:27]([CH3:28])[CH:26]=2)[CH2:10]1)=[O:8].